This data is from Forward reaction prediction with 1.9M reactions from USPTO patents (1976-2016). The task is: Predict the product of the given reaction. (1) The product is: [I:1][C:2]1[CH:10]=[C:6]([C:7]([O:9][CH2:15][CH3:16])=[O:8])[C:5]([OH:11])=[CH:4][CH:3]=1. Given the reactants [I:1][C:2]1[CH:10]=[C:6]([C:7]([OH:9])=[O:8])[C:5]([OH:11])=[CH:4][CH:3]=1.Cl.CN(C)[CH2:15][CH2:16]CN=C=N.O.ON1C2C=CC=CC=2N=N1.C(O)C, predict the reaction product. (2) Given the reactants [Cl:1][C:2]1[C:3]([O:11][CH2:12][C:13]([F:16])([F:15])[F:14])=[N:4][CH:5]=[C:6]([CH:10]=1)[C:7]([OH:9])=O.Cl.[CH3:18][NH:19][O:20][CH3:21].CN(C(ON1N=NC2C=CC=CC1=2)=[N+](C)C)C.F[P-](F)(F)(F)(F)F.C(N(CC)CC)C, predict the reaction product. The product is: [Cl:1][C:2]1[C:3]([O:11][CH2:12][C:13]([F:16])([F:15])[F:14])=[N:4][CH:5]=[C:6]([CH:10]=1)[C:7]([N:19]([O:20][CH3:21])[CH3:18])=[O:9]. (3) Given the reactants [NH2:1][C:2]1[C:7](OCC2C=CC=CC=2)=[CH:6][CH:5]=[CH:4][C:3]=1[NH:16][C:17]([C:19]1([NH:34]C(=O)OC(C)(C)C)[CH2:24][CH2:23][N:22]([C:25]2[C:26]3C=[CH:32][NH:31][C:27]=3[N:28]=[CH:29][N:30]=2)[CH2:21][CH2:20]1)=O.NC1C=CC=C([O:49][CH2:50][C:51]2[CH:56]=[CH:55][CH:54]=[CH:53][CH:52]=2)C=1NC(C1(NC(=O)OC(C)(C)C)CCN(C2C3C=CNC=3N=CN=2)CC1)=O.Cl.C[N:85]1C(=O)CCC1, predict the reaction product. The product is: [CH2:50]([O:49][C:7]1[C:2]2[NH:1][C:17]([C:19]3([NH2:34])[CH2:20][CH2:21][N:22]([C:25]4[N:30]=[CH:29][N:28]=[C:27]5[C:26]=4[N:85]=[CH:32][NH:31]5)[CH2:23][CH2:24]3)=[N:16][C:3]=2[CH:4]=[CH:5][CH:6]=1)[C:51]1[CH:56]=[CH:55][CH:54]=[CH:53][CH:52]=1. (4) Given the reactants [CH:1]1([NH:4][C:5]2[C:10]([N+:11]([O-])=O)=[CH:9][CH:8]=[CH:7][C:6]=2[F:14])[CH2:3][CH2:2]1, predict the reaction product. The product is: [CH:1]1([NH:4][C:5]2[C:10]([NH2:11])=[CH:9][CH:8]=[CH:7][C:6]=2[F:14])[CH2:3][CH2:2]1. (5) Given the reactants [S:1]1[C:5]([NH:6][C:7]2[CH:12]=[CH:11][C:10]([O:13][CH3:14])=[CH:9][CH:8]=2)=[N:4][N:3]2[CH:15]=[CH:16][N:17]=[C:2]12.[I:18]N1C(=O)CCC1=O, predict the reaction product. The product is: [I:18][C:15]1[N:3]2[C:2]([S:1][C:5]([NH:6][C:7]3[CH:12]=[CH:11][C:10]([O:13][CH3:14])=[CH:9][CH:8]=3)=[N:4]2)=[N:17][CH:16]=1.